Dataset: Catalyst prediction with 721,799 reactions and 888 catalyst types from USPTO. Task: Predict which catalyst facilitates the given reaction. (1) Reactant: [CH3:1][O:2][C:3](=[O:12])[CH2:4][C:5]1[CH:6]=[N:7][CH:8]=[C:9]([Br:11])[CH:10]=1.[CH3:13][Si](C)(C)[N-][Si](C)(C)C.[Li+].IC.CCOC(C)=O. Product: [CH3:1][O:2][C:3](=[O:12])[CH:4]([C:5]1[CH:6]=[N:7][CH:8]=[C:9]([Br:11])[CH:10]=1)[CH3:13]. The catalyst class is: 20. (2) Reactant: [Cl:1][C:2]1[N:7]=[CH:6][N:5]=[C:4]([N:8]2[C:12](=[O:13])[C:11]([C:14]3[CH:15]=[N:16][CH:17]=[CH:18][CH:19]=3)=[CH:10][NH:9]2)[CH:3]=1.[CH3:20][O:21][CH2:22][CH2:23][N:24]1[CH2:29][CH2:28][NH:27][CH2:26][CH2:25]1. Product: [ClH:1].[ClH:1].[CH3:20][O:21][CH2:22][CH2:23][N:24]1[CH2:29][CH2:28][N:27]([C:2]2[N:7]=[CH:6][N:5]=[C:4]([N:8]3[C:12](=[O:13])[C:11]([C:14]4[CH:15]=[N:16][CH:17]=[CH:18][CH:19]=4)=[CH:10][NH:9]3)[CH:3]=2)[CH2:26][CH2:25]1. The catalyst class is: 1. (3) Product: [C:1](=[O:18])([O:3][CH:4]([C:14]([CH3:15])([CH3:17])[CH3:16])[C:5]1[N:9]([CH2:21][CH2:22][CH2:23][CH2:24][CH2:25][CH3:26])[N:8]=[C:7]([C:10]([F:11])([F:12])[F:13])[N:6]=1)[NH2:2]. Reactant: [C:1](=[O:18])([O:3][CH:4]([C:14]([CH3:17])([CH3:16])[CH3:15])[C:5]1[NH:9][N:8]=[C:7]([C:10]([F:13])([F:12])[F:11])[N:6]=1)[NH2:2].[H-].[Na+].[CH2:21](I)[CH2:22][CH2:23][CH2:24][CH2:25][CH3:26].O. The catalyst class is: 9. (4) Reactant: C[O:2][C:3]([C:5]1([NH2:11])[CH2:10][CH2:9][CH2:8][CH2:7][CH2:6]1)=[O:4].[C:12](OC(OC(C)(C)C)=O)(OC(C)(C)C)=[O:13].C(N(CC)CC)C.[S:34]1[CH2:38][CH2:37][NH:36][CH2:35]1. Product: [S:34]1[CH2:38][CH2:37][N:36]([C:12]([NH:11][C:5]2([C:3]([OH:2])=[O:4])[CH2:10][CH2:9][CH2:8][CH2:7][CH2:6]2)=[O:13])[CH2:35]1. The catalyst class is: 2. (5) Reactant: [F:1][C:2]([F:22])([F:21])[C:3]1[CH:4]=[CH:5][C:6]([NH:13][S:14]([C:17]([F:20])([F:19])[F:18])(=[O:16])=[O:15])=[C:7]([CH:12]=1)[C:8]([O:10]C)=[O:9].[OH-].[Li+].Cl. Product: [F:22][C:2]([F:1])([F:21])[C:3]1[CH:4]=[CH:5][C:6]([NH:13][S:14]([C:17]([F:18])([F:19])[F:20])(=[O:16])=[O:15])=[C:7]([CH:12]=1)[C:8]([OH:10])=[O:9]. The catalyst class is: 20. (6) Reactant: O.[CH3:2][CH:3]([CH3:5])[O-:4].[CH3:6][CH:7](C)[O-:8].C[CH:11](C)[O-:12].CC(C)[O-].[Ti+4:18].CC(O)(CC(O)C)C. Product: [CH3:2][CH:3]([O:4][C:7]([CH3:6])=[O:8])[CH2:5][O:12][CH3:11].[Ti:18]. The catalyst class is: 41.